This data is from Catalyst prediction with 721,799 reactions and 888 catalyst types from USPTO. The task is: Predict which catalyst facilitates the given reaction. (1) Reactant: [O:1]1[C:6]2[CH:7]=[CH:8][C:9]([CH2:11][N:12]([CH:20]3[CH2:25][CH2:24][N:23]([CH2:26][CH2:27][N:28]4[C:37]5[C:32](=[C:33]([C:40]([NH:42][CH3:43])=[O:41])[CH:34]=[C:35]([O:38][CH3:39])[CH:36]=5)[CH:31]=[CH:30][C:29]4=[O:44])[CH2:22][CH2:21]3)C(=O)OC(C)(C)C)=[CH:10][C:5]=2[O:4][CH2:3][CH2:2]1.[ClH:45].C(OCC)(=O)C. Product: [ClH:45].[O:1]1[C:6]2[CH:7]=[CH:8][C:9]([CH2:11][NH:12][CH:20]3[CH2:21][CH2:22][N:23]([CH2:26][CH2:27][N:28]4[C:37]5[CH:36]=[C:35]([O:38][CH3:39])[CH:34]=[C:33]([C:40]([NH:42][CH3:43])=[O:41])[C:32]=5[CH:31]=[CH:30][C:29]4=[O:44])[CH2:24][CH2:25]3)=[CH:10][C:5]=2[O:4][CH2:3][CH2:2]1. The catalyst class is: 13. (2) Reactant: [H-].[Na+].[F:3][C:4]1[CH:9]=[CH:8][C:7]([C:10](=[O:12])[CH3:11])=[C:6]([OH:13])[CH:5]=1.[CH3:14][O:15][CH2:16]Cl.[Cl-].[NH4+]. Product: [F:3][C:4]1[CH:9]=[CH:8][C:7]([C:10](=[O:12])[CH3:11])=[C:6]([O:13][CH2:14][O:15][CH3:16])[CH:5]=1. The catalyst class is: 1.